This data is from Forward reaction prediction with 1.9M reactions from USPTO patents (1976-2016). The task is: Predict the product of the given reaction. (1) Given the reactants [CH2:1]([N:8]1[C:13]([CH3:14])=[CH:12][C:11]([O:15][CH2:16][C:17]2[CH:24]=[CH:23][CH:22]=[CH:21][C:18]=2[C:19]#[N:20])=[C:10]([CH3:25])[C:9]1=[O:26])[C:2]1[CH:7]=[CH:6][CH:5]=[CH:4][CH:3]=1.B.C1COCC1, predict the reaction product. The product is: [NH2:20][CH2:19][C:18]1[CH:21]=[CH:22][CH:23]=[CH:24][C:17]=1[CH2:16][O:15][C:11]1[CH:12]=[C:13]([CH3:14])[N:8]([CH2:1][C:2]2[CH:7]=[CH:6][CH:5]=[CH:4][CH:3]=2)[C:9](=[O:26])[C:10]=1[CH3:25]. (2) Given the reactants [CH2:1]([O:8][N:9]1[C:15](=[O:16])[N:14]2[CH2:17][C@H:10]1[CH2:11][CH2:12][C@H:13]2[C:18]([OH:20])=[O:19])[C:2]1[CH:7]=[CH:6][CH:5]=[CH:4][CH:3]=1.CN1CCOCC1.ClC(OCC(C)C)=O.O[N:37]1[C:41](=[O:42])[CH2:40][CH2:39][C:38]1=[O:43], predict the reaction product. The product is: [CH2:1]([O:8][N:9]1[C:15](=[O:16])[N:14]2[CH2:17][C@H:10]1[CH2:11][CH2:12][C@H:13]2[C:18]([O:20][N:37]1[C:41](=[O:42])[CH2:40][CH2:39][C:38]1=[O:43])=[O:19])[C:2]1[CH:7]=[CH:6][CH:5]=[CH:4][CH:3]=1. (3) Given the reactants [Cl:1][C:2]1[CH:7]=[CH:6][C:5]([N:8]2[C:16]([NH:17][C:18]3[CH:23]=[CH:22][CH:21]=[C:20]([O:24][CH2:25][CH3:26])[CH:19]=3)=[C:15]3[C:10]([CH:11]=[CH:12][CH:13]=[CH:14]3)=[N:9]2)=[CH:4][CH:3]=1.[CH:27]1([N:33]=[C:34]=[O:35])[CH2:32][CH2:31][CH2:30][CH2:29][CH2:28]1.CCN(CC)CC, predict the reaction product. The product is: [Cl:1][C:2]1[CH:3]=[CH:4][C:5]([N:8]2[C:16]([N:17]([C:18]3[CH:23]=[CH:22][CH:21]=[C:20]([O:24][CH2:25][CH3:26])[CH:19]=3)[C:34]([NH:33][CH:27]3[CH2:32][CH2:31][CH2:30][CH2:29][CH2:28]3)=[O:35])=[C:15]3[C:10]([CH:11]=[CH:12][CH:13]=[CH:14]3)=[N:9]2)=[CH:6][CH:7]=1. (4) Given the reactants [C:1]([O:5][C:6](=[O:20])[NH:7][CH2:8][CH2:9][CH2:10][CH2:11][CH2:12][NH:13][C:14]([N:16]=[C:17](N)[CH3:18])=[S:15])([CH3:4])([CH3:3])[CH3:2].[CH3:21][C:22]1[CH:31]=[CH:30][CH:29]=[CH:28][C:23]=1[C:24](=[O:27])[CH2:25]Br.CCN(CC)CC, predict the reaction product. The product is: [C:1]([O:5][C:6](=[O:20])[NH:7][CH2:8][CH2:9][CH2:10][CH2:11][CH2:12][NH:13][C:14]1[S:15][C:25]([C:24](=[O:27])[C:23]2[CH:28]=[CH:29][CH:30]=[CH:31][C:22]=2[CH3:21])=[C:17]([CH3:18])[N:16]=1)([CH3:4])([CH3:2])[CH3:3]. (5) Given the reactants [NH2:1][C:2]1[C:3]([F:11])=[C:4]([CH:8]=[CH:9][CH:10]=1)[C:5](O)=[O:6].[H-].[H-].[H-].[H-].[Li+].[Al+3], predict the reaction product. The product is: [NH2:1][C:2]1[C:3]([F:11])=[C:4]([CH2:5][OH:6])[CH:8]=[CH:9][CH:10]=1. (6) Given the reactants Br[C:2]1[CH:7]=[CH:6][C:5]([Cl:8])=[CH:4][N:3]=1.[C:9]([N:16]1[CH2:21][CH2:20][NH:19][CH2:18][CH2:17]1)([O:11][C:12]([CH3:15])([CH3:14])[CH3:13])=[O:10].CC(C)([O-])C.[Na+].CC1(C)C2C=CC=C(P(C3C=CC=CC=3)C3C=CC=CC=3)C=2OC2C1=CC=CC=2P(C1C=CC=CC=1)C1C=CC=CC=1, predict the reaction product. The product is: [Cl:8][C:5]1[CH:6]=[CH:7][C:2]([N:19]2[CH2:18][CH2:17][N:16]([C:9]([O:11][C:12]([CH3:15])([CH3:14])[CH3:13])=[O:10])[CH2:21][CH2:20]2)=[N:3][CH:4]=1. (7) Given the reactants C(OCC)(=O)C.[C:7]([CH2:9][CH2:10][O:11][C:12]([C:14]1[CH:15]([C:36]2[CH:41]=[CH:40][CH:39]=[C:38]([Cl:42])[CH:37]=2)[C:16]([C:26]([O:28]CC2C=CC=CC=2)=[O:27])=[C:17]([CH2:21][O:22][CH2:23][CH2:24][Cl:25])[NH:18][C:19]=1[CH3:20])=[O:13])#[N:8], predict the reaction product. The product is: [C:7]([CH2:9][CH2:10][O:11][C:12]([C:14]1[CH:15]([C:36]2[CH:41]=[CH:40][CH:39]=[C:38]([Cl:42])[CH:37]=2)[C:16]([C:26]([OH:28])=[O:27])=[C:17]([CH2:21][O:22][CH2:23][CH2:24][Cl:25])[NH:18][C:19]=1[CH3:20])=[O:13])#[N:8]. (8) The product is: [CH2:13]([C:16]1[CH:27]=[CH:26][C:19]([O:20][CH:21]([CH3:25])[C:22]([Cl:11])=[O:23])=[CH:18][CH:17]=1)[CH2:14][CH3:15]. Given the reactants C1(C)C=CC(OCC([Cl:11])=O)=CC=1.[CH2:13]([C:16]1[CH:27]=[CH:26][C:19]([O:20][CH:21]([CH3:25])[C:22](O)=[O:23])=[CH:18][CH:17]=1)[CH2:14][CH3:15].O=S(Cl)Cl, predict the reaction product. (9) Given the reactants Br[C:2]1[CH:7]=[CH:6][C:5]([CH3:8])=[CH:4][N:3]=1.C([Li])(CC)C.[CH3:14][O:15][C:16](=[O:25])[C:17]1[CH:22]=[CH:21][C:20]([CH:23]=[O:24])=[CH:19][CH:18]=1.C(OCC)C.C1COCC1, predict the reaction product. The product is: [CH3:14][O:15][C:16](=[O:25])[C:17]1[CH:22]=[CH:21][C:20]([CH:23]([OH:24])[C:2]2[CH:7]=[CH:6][C:5]([CH3:8])=[CH:4][N:3]=2)=[CH:19][CH:18]=1.